From a dataset of Forward reaction prediction with 1.9M reactions from USPTO patents (1976-2016). Predict the product of the given reaction. (1) Given the reactants C(OC([N:8]1[CH2:13][CH2:12][N:11]([C:14]2[O:15][C:16]3[C:22]([CH2:23][OH:24])=[CH:21][C:20]([Cl:25])=[CH:19][C:17]=3[N:18]=2)[C@@H:10]([CH3:26])[CH2:9]1)=O)(C)(C)C.FC(F)(F)C(O)=O.C(=O)([O-])O.[Na+], predict the reaction product. The product is: [Cl:25][C:20]1[CH:21]=[C:22]([CH2:23][OH:24])[C:16]2[O:15][C:14]([N:11]3[CH2:12][CH2:13][NH:8][CH2:9][C@@H:10]3[CH3:26])=[N:18][C:17]=2[CH:19]=1. (2) Given the reactants [Cl:1][C:2]1[CH:3]=[C:4]([C@@H:8]([OH:26])[CH2:9][NH:10][C@H:11]([CH3:25])[CH2:12][C:13]2[C:21]3[C:16](=[C:17]([C:22](O)=[O:23])[CH:18]=[CH:19][CH:20]=3)[NH:15][CH:14]=2)[CH:5]=[CH:6][CH:7]=1.[NH2:27][C@H:28]([C:33]([O:35][CH3:36])=[O:34])[CH2:29][CH:30]([CH3:32])[CH3:31].Cl.Cl.C(N=C=NCCCN(C)C)C.ON1C2C=CC=CC=2N=N1.C(N(CC)CC)C, predict the reaction product. The product is: [Cl:1][C:2]1[CH:3]=[C:4]([C@@H:8]([OH:26])[CH2:9][NH:10][C@H:11]([CH3:25])[CH2:12][C:13]2[C:21]3[C:16](=[C:17]([C:22]([NH:27][C@@H:28]([CH2:29][CH:30]([CH3:32])[CH3:31])[C:33]([O:35][CH3:36])=[O:34])=[O:23])[CH:18]=[CH:19][CH:20]=3)[NH:15][CH:14]=2)[CH:5]=[CH:6][CH:7]=1.